From a dataset of Full USPTO retrosynthesis dataset with 1.9M reactions from patents (1976-2016). Predict the reactants needed to synthesize the given product. (1) Given the product [CH3:24][O:25][C:26]1[CH:27]=[C:28]([NH:29][C:6](=[O:7])[C:5]2[CH:9]=[CH:10][C:11]([N:12]3[CH2:17][CH2:16][CH:15]([C:18]([F:19])([F:20])[F:21])[CH2:14][CH2:13]3)=[C:3]([C:2]([F:23])([F:1])[F:22])[CH:4]=2)[CH:30]=[CH:31][CH:32]=1, predict the reactants needed to synthesize it. The reactants are: [F:1][C:2]([F:23])([F:22])[C:3]1[CH:4]=[C:5]([CH:9]=[CH:10][C:11]=1[N:12]1[CH2:17][CH2:16][CH:15]([C:18]([F:21])([F:20])[F:19])[CH2:14][CH2:13]1)[C:6](O)=[O:7].[CH3:24][O:25][C:26]1[CH:27]=[C:28]([CH:30]=[CH:31][CH:32]=1)[NH2:29]. (2) The reactants are: [CH3:1][O:2][C:3]1[CH:4]=[C:5]2[C:10](=[CH:11][C:12]=1[O:13][CH3:14])[N:9]=[C:8]([CH:15]=O)[CH:7]=[N:6]2.CO.ClCCCl.[CH:23]1([NH2:29])[CH2:28][CH2:27][CH2:26][CH2:25][CH2:24]1.[BH4-].[Na+]. Given the product [CH:23]1([NH:29][CH2:15][C:8]2[CH:7]=[N:6][C:5]3[C:10](=[CH:11][C:12]([O:13][CH3:14])=[C:3]([O:2][CH3:1])[CH:4]=3)[N:9]=2)[CH2:28][CH2:27][CH2:26][CH2:25][CH2:24]1, predict the reactants needed to synthesize it. (3) Given the product [C:1]([CH2:15][CH2:16][CH2:17][CH2:18][CH2:19][CH2:20][CH2:21][CH2:22][CH2:23][O:24][C:25]1[CH:26]=[C:27]([C:31]([NH2:33])=[O:32])[CH:28]=[CH:29][CH:30]=1)#[N:2], predict the reactants needed to synthesize it. The reactants are: [C-:1]#[N:2].[Na+].CC1C=CC(S(O[CH2:15][CH2:16][CH2:17][CH2:18][CH2:19][CH2:20][CH2:21][CH2:22][CH2:23][O:24][C:25]2[CH:30]=[CH:29][CH:28]=[C:27]([C:31]([NH2:33])=[O:32])[CH:26]=2)(=O)=O)=CC=1. (4) Given the product [C:1]([O:5][C:6](=[O:7])[C@@H:8]([NH:12][C:13]([C@H:15]1[CH2:16][C@H:17]([O:23][C:24]2[C:33]3[C:28](=[CH:29][C:30]([O:34][CH3:35])=[CH:31][CH:32]=3)[N:27]=[C:26]([C:36]3[CH:37]=[CH:38][CH:39]=[CH:40][CH:41]=3)[CH:25]=2)[CH:18]=[C:19]1[C:20](=[O:22])[NH:58][C@H:54]([C:53](=[O:59])[NH:52][C@@H:45]([CH:46]1[CH2:47][CH2:48][CH2:49][CH2:50][CH2:51]1)[C:44]([O:43][CH3:42])=[O:60])[CH:55]([CH3:57])[CH3:56])=[O:14])[CH2:9][CH2:10][CH3:11])([CH3:4])([CH3:3])[CH3:2], predict the reactants needed to synthesize it. The reactants are: [C:1]([O:5][C:6]([C@@H:8]([NH:12][C:13]([CH:15]1[C:19]([C:20]([OH:22])=O)=[CH:18][CH:17]([O:23][C:24]2[C:33]3[C:28](=[CH:29][C:30]([O:34][CH3:35])=[CH:31][CH:32]=3)[N:27]=[C:26]([C:36]3[CH:41]=[CH:40][CH:39]=[CH:38][CH:37]=3)[CH:25]=2)[CH2:16]1)=[O:14])[CH2:9][CH2:10][CH3:11])=[O:7])([CH3:4])([CH3:3])[CH3:2].[CH3:42][O:43][C:44](=[O:60])[CH:45]([NH:52][C:53](=[O:59])[CH:54]([NH2:58])[CH:55]([CH3:57])[CH3:56])[CH:46]1[CH2:51][CH2:50][CH2:49][CH2:48][CH2:47]1.CCN(C(C)C)C(C)C.CN(C(ON1N=NC2C=CC=NC1=2)=[N+](C)C)C.F[P-](F)(F)(F)(F)F. (5) Given the product [CH:11]([N:8]1[CH:7]=[N:6][C:5]2[C:9]1=[N:10][C:2]([NH:31][C@H:32]([CH2:36][CH3:37])[C@@H:33]([OH:35])[CH3:34])=[N:3][C:4]=2[NH:14][CH2:15][C:16]1[CH:21]=[CH:20][CH:19]=[CH:18][N:17]=1)([CH3:13])[CH3:12], predict the reactants needed to synthesize it. The reactants are: F[C:2]1[N:10]=[C:9]2[C:5]([N:6]=[CH:7][N:8]2[CH:11]([CH3:13])[CH3:12])=[C:4]([NH:14][CH2:15][C:16]2[CH:21]=[CH:20][CH:19]=[CH:18][N:17]=2)[N:3]=1.CCN(C(C)C)C(C)C.[NH2:31][C@H:32]([CH2:36][CH3:37])[C@@H:33]([OH:35])[CH3:34]. (6) Given the product [C:7]([O:11][C:12]([N:14]1[CH2:15][C:16]2([CH2:17][N:18]([C:38](=[O:39])[NH:37][CH2:36][C:30]3[CH:31]=[CH:32][C:33]([Cl:35])=[CH:34][C:29]=3[Cl:28])[CH2:19]2)[CH2:20]1)=[O:13])([CH3:10])([CH3:8])[CH3:9], predict the reactants needed to synthesize it. The reactants are: C(O)(=O)C(O)=O.[C:7]([O:11][C:12]([N:14]1[CH2:20][C:16]2([CH2:19][NH:18][CH2:17]2)[CH2:15]1)=[O:13])([CH3:10])([CH3:9])[CH3:8].C(N(CC)CC)C.[Cl:28][C:29]1[CH:34]=[C:33]([Cl:35])[CH:32]=[CH:31][C:30]=1[CH2:36][N:37]=[C:38]=[O:39]. (7) Given the product [C:18]1([CH:24]([C:31]2[CH:36]=[CH:35][CH:34]=[CH:33][CH:32]=2)[N:25]2[CH2:28][C:27]([CH2:29][NH:30][C:9](=[O:11])[CH:8]=[CH:7][C:3]3[CH:2]=[N:1][CH:6]=[CH:5][CH:4]=3)=[CH:26]2)[CH:19]=[CH:20][CH:21]=[CH:22][CH:23]=1, predict the reactants needed to synthesize it. The reactants are: [N:1]1[CH:6]=[CH:5][CH:4]=[C:3]([CH:7]=[CH:8][C:9]([OH:11])=O)[CH:2]=1.C(Cl)(=O)C(Cl)=O.[C:18]1([CH:24]([C:31]2[CH:36]=[CH:35][CH:34]=[CH:33][CH:32]=2)[N:25]2[CH2:28][CH:27]([CH2:29][NH2:30])[CH2:26]2)[CH:23]=[CH:22][CH:21]=[CH:20][CH:19]=1. (8) Given the product [CH2:14]([N:11]1[CH2:10][CH2:9][N:8]([CH2:45][C:42]2[C:43](=[O:44])[N:38]([CH2:34][CH:35]([CH3:37])[CH3:36])[N:39]=[C:40]([C:51]3[CH:56]=[CH:55][C:54]([CH3:57])=[CH:53][CH:52]=3)[CH:41]=2)[CH2:13][CH2:12]1)[C:19]1[CH:18]=[CH:21][CH:26]=[CH:25][CH:24]=1, predict the reactants needed to synthesize it. The reactants are: C(OC([N:8]1[CH2:13][CH2:12][N:11]([C:14]2C(=O)N(CC(C)C)N=[C:18]([C:21]3[CH:26]=[CH:25][C:24](C)=C(F)C=3)[C:19]=2C)[CH2:10][CH2:9]1)=O)(C)(C)C.[CH2:34]([N:38]1[C:43](=[O:44])[C:42]([CH2:45]OS(C)(=O)=O)=[CH:41][C:40]([C:51]2[CH:56]=[CH:55][C:54]([CH3:57])=[CH:53][CH:52]=2)=[N:39]1)[CH:35]([CH3:37])[CH3:36].C(N1CCNCC1)C1C=CC=CC=1. (9) Given the product [CH3:1][O:2][C:3]1[N:8]=[C:7]([NH:9][C:23]2[CH:24]=[CH:25][C:26]3[CH2:27][N:28]([CH3:41])[CH2:29][CH:30]([C:34]4[CH:39]=[CH:38][CH:37]=[C:36]([CH3:40])[N:35]=4)[O:31][C:32]=3[N:33]=2)[CH:6]=[CH:5][C:4]=1[C:10]1[CH:11]=[N:12][N:13]([CH3:15])[CH:14]=1, predict the reactants needed to synthesize it. The reactants are: [CH3:1][O:2][C:3]1[N:8]=[C:7]([NH2:9])[CH:6]=[CH:5][C:4]=1[C:10]1[CH:11]=[N:12][N:13]([CH3:15])[CH:14]=1.C(=O)([O-])[O-].[Cs+].[Cs+].Cl[C:23]1[CH:24]=[CH:25][C:26]2[CH2:27][N:28]([CH3:41])[CH2:29][CH:30]([C:34]3[CH:39]=[CH:38][CH:37]=[C:36]([CH3:40])[N:35]=3)[O:31][C:32]=2[N:33]=1.COCCOC. (10) Given the product [Si:1]([O:8][CH2:9][C:10]1[N:15]=[CH:14][C:13]2[N:16]([C:19]3[S:23][C:22]([C:24]([O:26][CH3:27])=[O:25])=[C:21]([O:28][CH:37]([C:32]4[CH:33]=[CH:34][CH:35]=[CH:36][C:31]=4[C:30]([F:29])([F:40])[F:41])[CH3:38])[CH:20]=3)[CH:17]=[N:18][C:12]=2[CH:11]=1)([C:4]([CH3:5])([CH3:6])[CH3:7])([CH3:2])[CH3:3], predict the reactants needed to synthesize it. The reactants are: [Si:1]([O:8][CH2:9][C:10]1[N:15]=[CH:14][C:13]2[N:16]([C:19]3[S:23][C:22]([C:24]([O:26][CH3:27])=[O:25])=[C:21]([OH:28])[CH:20]=3)[CH:17]=[N:18][C:12]=2[CH:11]=1)([C:4]([CH3:7])([CH3:6])[CH3:5])([CH3:3])[CH3:2].[F:29][C:30]([F:41])([F:40])[C:31]1[CH:36]=[CH:35][CH:34]=[CH:33][C:32]=1[CH:37](O)[CH3:38].C1(P(C2C=CC=CC=2)C2C=CC=CC=2)C=CC=CC=1.N(C(OC(C)(C)C)=O)=NC(OC(C)(C)C)=O.